This data is from Reaction yield outcomes from USPTO patents with 853,638 reactions. The task is: Predict the reaction yield, written as a fraction of the theoretical maximum amount of product (1.0 means a 100% yield; for example, 0.34 means a 34% yield). The yield is 0.670. The product is [S:11]([N:8]1[C:4]2[N:5]=[CH:6][N:7]=[C:2]([NH:21][CH:22]3[CH2:23][CH2:24][N:25]([C:28]([O:30][C:31]([CH3:34])([CH3:33])[CH3:32])=[O:29])[CH2:26][CH2:27]3)[C:3]=2[CH:10]=[CH:9]1)([C:14]1[CH:20]=[CH:19][C:17]([CH3:18])=[CH:16][CH:15]=1)(=[O:13])=[O:12]. The catalyst is CN1C(=O)CCC1. The reactants are Cl[C:2]1[C:3]2[CH:10]=[CH:9][N:8]([S:11]([C:14]3[CH:20]=[CH:19][C:17]([CH3:18])=[CH:16][CH:15]=3)(=[O:13])=[O:12])[C:4]=2[N:5]=[CH:6][N:7]=1.[NH2:21][CH:22]1[CH2:27][CH2:26][N:25]([C:28]([O:30][C:31]([CH3:34])([CH3:33])[CH3:32])=[O:29])[CH2:24][CH2:23]1.CCN(C(C)C)C(C)C.